From a dataset of Experimentally validated miRNA-target interactions with 360,000+ pairs, plus equal number of negative samples. Binary Classification. Given a miRNA mature sequence and a target amino acid sequence, predict their likelihood of interaction. (1) Result: 0 (no interaction). The protein sequence of the target gene is MSVAFASARPRGKGEVTQQTIQKMLDENHHLIQCILDYQSKGKTAECTQYQQILHRNLVYLATIADSNQNMQSLLPAPPTQNMNLGPGALSQSGSSQGLHPQGSLSDTVSTGLPPASLMQGQIGNGPNHVSMQQTAQSTLPTTSMSLSGSGHGTGPGYSHSGPTSQSVPMQGQGAISNYVSRTNINMQSNPVSMMHQQAATSHYNSAQGGSQHYQGQAPIAMMGQGGQGGSMMGQRPMAPYRPSQQGSSQQYLGQEEYYSEQYSHSQGSAEPMSQQYYPDGHGDYAYQQSSYTEQSYDRS.... The miRNA is hsa-miR-6817-5p with sequence UCUGCCAUAGGAAGCUUGGAGUGG. (2) Result: 0 (no interaction). The protein sequence of the target gene is MVGLGACTLTGVTLIFLLLPRSLESCGHIEISPPVVRLGDPVLASCTISPNCSKLDQQAKILWRLQDEPIQPGDRQHHLPDGTQESLITLPHLNYTQAFLFCLVPWEDSVQLLDQAELHAGYPPASPSNLSCLMHLTTNSLVCQWEPGPETHLPTSFILKSFRSRADCQYQGDTIPDCVAKKRQNNCSIPRKNLLLYQYMAIWVQAENMLGSSESPKLCLDPMDVVKLEPPMLQALDIGPDVVSHQPGCLWLSWKPWKPSEYMEQECELRYQPQLKGANWTLVFHLPSSKDQFELCGLHQ.... The miRNA is mmu-miR-130a-3p with sequence CAGUGCAAUGUUAAAAGGGCAU. (3) The miRNA is hsa-miR-4693-5p with sequence AUACUGUGAAUUUCACUGUCACA. The protein sequence of the target gene is MSTGPDVKATVGDISSDGNLNVAQEECSRKGFCSVRHGLALILQLCNFSIYTQQMNLSIAIPAMVNNTAPPSQPNASTERPSTDSQGYWNETLKEFKAMAPAYDWSPEIQGIILSSLNYGSFLAPIPSGYVAGIFGAKYVVGAGLFISSFLTLFIPLAANAGVALLIVLRIVQGIAQVMVLTGQYSIWVKWAPPLERSQLTTIAGSGSMLGSFIVLLAGGLLCQTIGWPYVFYIFGGIGCACCPLWFPLIYDDPVNHPFISAGEKRYIVCSLAQQDCSPGWSLPIRAMIKSLPLWAILVS.... Result: 0 (no interaction).